Dataset: Forward reaction prediction with 1.9M reactions from USPTO patents (1976-2016). Task: Predict the product of the given reaction. (1) Given the reactants [N:1]([O-])=O.[Na+].[NH2:5][C:6]1[C:7]([CH3:17])=[CH:8][C:9]([Cl:16])=[C:10]([CH:15]=1)[C:11]([O:13][CH3:14])=[O:12].[Sn](Cl)Cl, predict the reaction product. The product is: [Cl:16][C:9]1[CH:8]=[C:7]([CH3:17])[C:6]([NH:5][NH2:1])=[CH:15][C:10]=1[C:11]([O:13][CH3:14])=[O:12]. (2) Given the reactants C[Si]([N-][Si](C)(C)C)(C)C.[Na+].O1CCCC1.[NH2:16][C:17]1[C:22]2[O:23][CH2:24][O:25][C:21]=2[C:20]([C:26]#[C:27][C:28]([CH3:31])([OH:30])[CH3:29])=[CH:19][C:18]=1[Cl:32].Cl[C:34]1[C:43]2[C:38](=[CH:39][C:40]([O:46][CH3:47])=[C:41]([O:44][CH3:45])[CH:42]=2)[N:37]=[CH:36][N:35]=1, predict the reaction product. The product is: [Cl:32][C:18]1[CH:19]=[C:20]([C:26]#[C:27][C:28]([CH3:29])([OH:30])[CH3:31])[C:21]2[O:25][CH2:24][O:23][C:22]=2[C:17]=1[NH:16][C:34]1[C:43]2[C:38](=[CH:39][C:40]([O:46][CH3:47])=[C:41]([O:44][CH3:45])[CH:42]=2)[N:37]=[CH:36][N:35]=1. (3) Given the reactants [C:1]([O:5][C:6]([N:8]1[CH2:11][CH:10]([OH:12])[CH2:9]1)=[O:7])([CH3:4])([CH3:3])[CH3:2].[C:13]([Si:17](Cl)([C:24]1[CH:29]=[CH:28][CH:27]=[CH:26][CH:25]=1)[C:18]1[CH:23]=[CH:22][CH:21]=[CH:20][CH:19]=1)([CH3:16])([CH3:15])[CH3:14].N1C=CN=C1, predict the reaction product. The product is: [C:1]([O:5][C:6]([N:8]1[CH2:11][CH:10]([O:12][Si:17]([C:13]([CH3:16])([CH3:15])[CH3:14])([C:24]2[CH:25]=[CH:26][CH:27]=[CH:28][CH:29]=2)[C:18]2[CH:23]=[CH:22][CH:21]=[CH:20][CH:19]=2)[CH2:9]1)=[O:7])([CH3:4])([CH3:2])[CH3:3]. (4) Given the reactants [C:1]([C@@H:4]1[CH2:8][CH2:7][CH2:6][C@H:5]1[C:9]([O:17][Si:18]([C:21]([CH3:24])([CH3:23])[CH3:22])([CH3:20])[CH3:19])([C:12]1[S:13][CH:14]=[CH:15][N:16]=1)[C:10]#[N:11])(=[O:3])[CH3:2].[Br-].O1CCC[CH2:27]1, predict the reaction product. The product is: [Si:18]([O:17][C:9]([C@@H:5]1[CH2:6][CH2:7][CH2:8][C@H:4]1[C:1]([OH:3])([CH3:27])[CH3:2])([C:12]1[S:13][CH:14]=[CH:15][N:16]=1)[C:10]#[N:11])([C:21]([CH3:24])([CH3:23])[CH3:22])([CH3:20])[CH3:19]. (5) The product is: [NH2:10][C:6]1[CH:7]=[C:8]([CH3:9])[C:3]([C:1]#[N:2])=[N:4][CH:5]=1. Given the reactants [C:1]([C:3]1[C:8]([CH3:9])=[CH:7][C:6]([N+:10]([O-])=O)=[CH:5][N:4]=1)#[N:2].[Cl-].[Ca+2].[Cl-], predict the reaction product. (6) Given the reactants [N:1]1([CH2:6][C:7]([C:9]2[S:10][CH:11]=[CH:12][CH:13]=2)=[O:8])[CH:5]=[CH:4][N:3]=[CH:2]1.[BH4-].[Na+].C(OCC)C, predict the reaction product. The product is: [N:1]1([CH2:6][CH:7]([C:9]2[S:10][CH:11]=[CH:12][CH:13]=2)[OH:8])[CH:5]=[CH:4][N:3]=[CH:2]1. (7) Given the reactants [C:1]1([C:7]2[N:12]=[N:11][C:10]([N:13]3[CH2:19][CH:18]4[NH:20][CH:15]([CH2:16][CH2:17]4)[CH2:14]3)=[CH:9][CH:8]=2)[CH:6]=[CH:5][CH:4]=[CH:3][CH:2]=1.[C:21]1([CH3:31])[CH:26]=[CH:25][C:24]([S:27]([OH:30])(=[O:29])=[O:28])=[CH:23][CH:22]=1, predict the reaction product. The product is: [C:21]1([CH3:31])[CH:22]=[CH:23][C:24]([S:27]([OH:30])(=[O:28])=[O:29])=[CH:25][CH:26]=1.[C:21]1([CH3:31])[CH:22]=[CH:23][C:24]([S:27]([OH:30])(=[O:28])=[O:29])=[CH:25][CH:26]=1.[C:1]1([C:7]2[N:12]=[N:11][C:10]([N:13]3[CH2:14][CH:15]4[NH:20][CH:18]([CH2:17][CH2:16]4)[CH2:19]3)=[CH:9][CH:8]=2)[CH:2]=[CH:3][CH:4]=[CH:5][CH:6]=1. (8) The product is: [CH3:18][O:17][C:15]([CH:14]1[C:3](=[O:2])[CH:5]2[CH2:12][CH:11]3[CH2:10][CH:9]([O:19][C:20]([C:22]4[C:30]5[C:25](=[CH:26][CH:27]=[CH:28][CH:29]=5)[NH:24][CH:23]=4)=[O:21])[CH2:8][CH:7]([CH2:6]2)[N:13]13)=[O:16]. Given the reactants C[O:2][C:3]([CH:5]1[CH2:12][CH:11]2[N:13]([CH2:14][C:15]([O:17][CH3:18])=[O:16])[CH:7]([CH2:8][CH:9]([O:19][C:20]([C:22]3[C:30]4[C:25](=[CH:26][CH:27]=[CH:28][CH:29]=4)[NH:24][CH:23]=3)=[O:21])[CH2:10]2)[CH2:6]1)=O.CC(C)([O-])C.[K+].CCOC(C)=O.CO.Cl, predict the reaction product.